Dataset: Forward reaction prediction with 1.9M reactions from USPTO patents (1976-2016). Task: Predict the product of the given reaction. Given the reactants Cl.OS(O)(=O)=O.C[O:8][CH:9](OC)[CH2:10][N:11]1[C:15]([C:16]2[S:25][C:19]3[N:20]=[CH:21][N:22]=[C:23]([NH2:24])[C:18]=3[CH:17]=2)=[C:14]([C:26]2[CH:31]=[CH:30][CH:29]=[CH:28][CH:27]=2)[N:13]=[CH:12]1.C([O-])(O)=O.[Na+], predict the reaction product. The product is: [NH2:24][C:23]1[C:18]2[CH:17]=[C:16]([C:15]3[N:11]([CH2:10][CH:9]=[O:8])[CH:12]=[N:13][C:14]=3[C:26]3[CH:31]=[CH:30][CH:29]=[CH:28][CH:27]=3)[S:25][C:19]=2[N:20]=[CH:21][N:22]=1.